The task is: Predict the product of the given reaction.. This data is from Forward reaction prediction with 1.9M reactions from USPTO patents (1976-2016). Given the reactants [Br:1][C:2]1[CH:3]=[C:4]2[C:9](=[CH:10][CH:11]=1)[N:8]([C:12](=O)[CH2:13][N:14]([CH2:16][CH3:17])[CH3:15])[CH2:7][CH2:6][CH2:5]2, predict the reaction product. The product is: [Br:1][C:2]1[CH:3]=[C:4]2[C:9](=[CH:10][CH:11]=1)[N:8]([CH2:12][CH2:13][N:14]([CH2:16][CH3:17])[CH3:15])[CH2:7][CH2:6][CH2:5]2.